Dataset: Reaction yield outcomes from USPTO patents with 853,638 reactions. Task: Predict the reaction yield, written as a fraction of the theoretical maximum amount of product (1.0 means a 100% yield; for example, 0.34 means a 34% yield). (1) The reactants are [C:1]([C:3]1[CH:8]=[CH:7][C:6]([OH:9])=[CH:5][CH:4]=1)#[N:2].C([O-])([O-])=O.[K+].[K+].[Br:16][CH2:17][CH2:18]Br. The catalyst is CC#N. The product is [Br:16][CH2:17][CH2:18][O:9][C:6]1[CH:7]=[CH:8][C:3]([C:1]#[N:2])=[CH:4][CH:5]=1. The yield is 0.450. (2) The reactants are [Cl:1][C:2]1[CH:7]=[CH:6][CH:5]=[CH:4][C:3]=1[S:8][CH2:9][CH:10](OCC)OCC. The catalyst is ClC1C=CC=CC=1. The product is [Cl:1][C:2]1[C:3]2[S:8][CH:9]=[CH:10][C:4]=2[CH:5]=[CH:6][CH:7]=1. The yield is 0.930. (3) The catalyst is C1C=CC(P([C]2[CH][CH][CH][CH]2)C2C=CC=CC=2)=CC=1.C1C=CC(P([C]2[CH][CH][CH][CH]2)C2C=CC=CC=2)=CC=1.Cl[Pd]Cl.[Fe]. The yield is 0.380. The reactants are [C:1]([C:3]1[CH:4]=[C:5]([CH:10]=[CH:11][C:12]=1[OH:13])[C:6]([O:8][CH3:9])=[O:7])#[N:2].C(N([CH2:19][CH3:20])CC)C.[C]=O.[CH3:23]CO. The product is [C:1]([C:3]1[CH:4]=[C:5]([CH:10]=[CH:11][C:12]=1[O:13][CH:19]([CH3:20])[CH3:23])[C:6]([O:8][CH3:9])=[O:7])#[N:2]. (4) The product is [Cl:28][C:3]1[C:2]([O:1][C:14]2[C:23]3[C:18](=[CH:19][C:20]([O:26][CH3:27])=[C:21]([O:24][CH3:25])[CH:22]=3)[N:17]=[CH:16][CH:15]=2)=[CH:11][CH:10]=[C:9]2[C:4]=1[CH:5]=[CH:6][CH:7]=[N:8]2. The yield is 0.120. The catalyst is CN(C)C1C=CN=CC=1. The reactants are [OH:1][C:2]1[C:3](I)=[C:4]2[C:9](=[CH:10][CH:11]=1)[N:8]=[CH:7][CH:6]=[CH:5]2.Cl[C:14]1[C:23]2[C:18](=[CH:19][C:20]([O:26][CH3:27])=[C:21]([O:24][CH3:25])[CH:22]=2)[N:17]=[CH:16][CH:15]=1.[Cl:28]C1C=CC=CC=1Cl. (5) The reactants are [CH:1]1([CH2:6][C@H:7]([CH2:11][N:12]([CH:21]=[O:22])[O:13][CH2:14][C:15]2[CH:20]=[CH:19][CH:18]=[CH:17][CH:16]=2)[C:8]([OH:10])=O)[CH2:5][CH2:4][CH2:3][CH2:2]1.[CH3:23][C@@H:24]1[N:29]([CH3:30])[CH2:28][CH2:27][N:26]([C:31]2[C:36]([F:37])=[C:35]([NH:38][NH2:39])[N:34]=[C:33]([CH3:40])[N:32]=2)[CH2:25]1.CN1CCOCC1.C1C=NC2N(O)N=NC=2C=1.C(Cl)CCl. The catalyst is CN(C=O)C. The product is [CH:1]1([CH2:6][C@@H:7]([C:8]([NH:39][NH:38][C:35]2[C:36]([F:37])=[C:31]([N:26]3[CH2:27][CH2:28][N:29]([CH3:30])[C@@H:24]([CH3:23])[CH2:25]3)[N:32]=[C:33]([CH3:40])[N:34]=2)=[O:10])[CH2:11][N:12]([O:13][CH2:14][C:15]2[CH:20]=[CH:19][CH:18]=[CH:17][CH:16]=2)[CH:21]=[O:22])[CH2:2][CH2:3][CH2:4][CH2:5]1. The yield is 0.640. (6) The reactants are [F:1][CH:2]1[C:7]([C:8]2[C:16]3[C:11](=[CH:12][CH:13]=[C:14]([NH2:17])[CH:15]=3)[NH:10][CH:9]=2)=[CH:6][CH2:5][N:4]([CH3:18])[CH2:3]1.I.CS[C:22]([C:24]1[S:25][CH:26]=[CH:27][CH:28]=1)=[NH:23]. The catalyst is C(O)C. The product is [F:1][CH:2]1[C:7]([C:8]2[C:16]3[C:11](=[CH:12][CH:13]=[C:14]([NH:17][C:22]([C:24]4[S:25][CH:26]=[CH:27][CH:28]=4)=[NH:23])[CH:15]=3)[NH:10][CH:9]=2)=[CH:6][CH2:5][N:4]([CH3:18])[CH2:3]1. The yield is 0.580.